This data is from Catalyst prediction with 721,799 reactions and 888 catalyst types from USPTO. The task is: Predict which catalyst facilitates the given reaction. Reactant: [CH3:1][O:2][C:3](=[O:15])[C:4]1[CH:13]=[CH:12][C:11](Br)=[C:6]([C:7]([O:9][CH3:10])=[O:8])[CH:5]=1.[Cu][C:17]#[N:18].[Cl-].[NH4+]. Product: [CH3:1][O:2][C:3](=[O:15])[C:4]1[CH:13]=[CH:12][C:11]([C:17]#[N:18])=[C:6]([C:7]([O:9][CH3:10])=[O:8])[CH:5]=1. The catalyst class is: 3.